This data is from Catalyst prediction with 721,799 reactions and 888 catalyst types from USPTO. The task is: Predict which catalyst facilitates the given reaction. (1) Reactant: CN(C)CCN(C)C.[C:9]1([CH3:15])[CH:14]=[CH:13][CH:12]=[CH:11][CH:10]=1.CCCCCC.[NH2:22][C:23]1[CH:28]=[N:27][CH:26]=[CH:25][N:24]=1. Product: [NH2:22][C:23]1[C:28]([CH2:15][C:9]2[CH:14]=[CH:13][CH:12]=[CH:11][CH:10]=2)=[N:27][CH:26]=[CH:25][N:24]=1. The catalyst class is: 1. (2) Reactant: [Cl:1][C:2]1[CH:7]=[CH:6][C:5]([C:8]2[C:9]([CH:14]3[CH2:16][CH2:15]3)=[N:10][NH:11][C:12]=2[NH2:13])=[CH:4][CH:3]=1.[F:17][C:18]1[CH:23]=[CH:22][C:21]([C:24](=O)[CH2:25][C:26](OCC)=[O:27])=[CH:20][CH:19]=1. Product: [CH:14]1([C:9]2[C:8]([C:5]3[CH:4]=[CH:3][C:2]([Cl:1])=[CH:7][CH:6]=3)=[C:12]3[NH:13][C:26](=[O:27])[CH:25]=[C:24]([C:21]4[CH:22]=[CH:23][C:18]([F:17])=[CH:19][CH:20]=4)[N:11]3[N:10]=2)[CH2:16][CH2:15]1. The catalyst class is: 17. (3) Reactant: O.[OH-].[Li+].[CH3:4][NH:5][C:6]([NH:8][C:9]1[CH:10]=[C:11]([C:15]2[N:19]3[N:20]=[CH:21][C:22]([C:24]4[CH:25]=[C:26]([CH:31]=[CH:32][CH:33]=4)[C:27]([O:29]C)=[O:28])=[CH:23][C:18]3=[N:17][CH:16]=2)[CH:12]=[CH:13][CH:14]=1)=[O:7].Cl. Product: [CH3:4][NH:5][C:6]([NH:8][C:9]1[CH:10]=[C:11]([C:15]2[N:19]=[C:18]3[CH:23]=[C:22]([C:24]4[CH:25]=[C:26]([CH:31]=[CH:32][CH:33]=4)[C:27]([OH:29])=[O:28])[CH:21]=[N:20][N:17]3[CH:16]=2)[CH:12]=[CH:13][CH:14]=1)=[O:7]. The catalyst class is: 5. (4) Reactant: [CH3:1][O:2][C:3]1([C:23](=[O:30])[NH:24][C:25]2([CH3:29])[CH2:28][CH2:27][CH2:26]2)[CH2:8][CH2:7][N:6]([CH:9]2[CH2:15][CH2:14][CH2:13][N:12](C(OC(C)(C)C)=O)[CH2:11][CH2:10]2)[CH2:5][CH2:4]1.[C:31]([OH:37])([C:33]([F:36])([F:35])[F:34])=[O:32]. Product: [OH:37][C:31]([C:33]([F:36])([F:35])[F:34])=[O:32].[NH:12]1[CH2:13][CH2:14][CH2:15][CH:9]([N:6]2[CH2:7][CH2:8][C:3]([O:2][CH3:1])([C:23]([NH:24][C:25]3([CH3:29])[CH2:26][CH2:27][CH2:28]3)=[O:30])[CH2:4][CH2:5]2)[CH2:10][CH2:11]1. The catalyst class is: 2. (5) Reactant: [NH2:1][C:2]1[C:3]([C:10]([NH:12][CH3:13])=[O:11])=[N:4][C:5]([C:8]#[N:9])=[CH:6][N:7]=1.[NH2:14][OH:15]. Product: [NH2:1][C:2]1[C:3]([C:10]([NH:12][CH3:13])=[O:11])=[N:4][C:5]([C:8]([NH:14][OH:15])=[NH:9])=[CH:6][N:7]=1. The catalyst class is: 40. (6) Reactant: [C:1]([C:5]1[CH:10]=[CH:9][C:8]([S:11]([NH:14][C:15]2[CH:20]=[CH:19][C:18]([Cl:21])=[CH:17][C:16]=2[N:22]2[C:30]3[CH2:29][CH2:28][CH2:27][NH:26][C:25]=3[N:24]=[N:23]2)(=[O:13])=[O:12])=[CH:7][CH:6]=1)([CH3:4])([CH3:3])[CH3:2].[CH3:31][S:32](Cl)(=[O:34])=[O:33]. Product: [C:1]([C:5]1[CH:10]=[CH:9][C:8]([S:11]([NH:14][C:15]2[CH:20]=[CH:19][C:18]([Cl:21])=[CH:17][C:16]=2[N:22]2[C:30]3[CH2:29][CH2:28][CH2:27][N:26]([S:32]([CH3:31])(=[O:34])=[O:33])[C:25]=3[N:24]=[N:23]2)(=[O:12])=[O:13])=[CH:7][CH:6]=1)([CH3:4])([CH3:2])[CH3:3]. The catalyst class is: 17.